Predict the product of the given reaction. From a dataset of Forward reaction prediction with 1.9M reactions from USPTO patents (1976-2016). (1) Given the reactants [C:1]([N:8]([CH3:29])[CH:9]1[CH2:14][CH2:13][CH:12]([NH:15][CH2:16][C:17]2[CH:18]=[C:19](B(O)O)[CH:20]=[CH:21][C:22]=2[O:23][CH2:24][CH3:25])[CH2:11][CH2:10]1)([O:3][C:4]([CH3:7])([CH3:6])[CH3:5])=[O:2].Br[C:31]1[CH:32]=[CH:33][C:34]([CH3:37])=[N:35][CH:36]=1, predict the reaction product. The product is: [CH2:24]([O:23][C:22]1[CH:21]=[CH:20][C:19]([C:31]2[CH:36]=[N:35][C:34]([CH3:37])=[CH:33][CH:32]=2)=[CH:18][C:17]=1[CH2:16][NH:15][CH:12]1[CH2:13][CH2:14][CH:9]([N:8]([CH3:29])[C:1](=[O:2])[O:3][C:4]([CH3:7])([CH3:6])[CH3:5])[CH2:10][CH2:11]1)[CH3:25]. (2) Given the reactants C([O-])(=O)C.[K+].[B:15]1([B:15]2[O:19][C:18]([CH3:21])([CH3:20])[C:17]([CH3:23])([CH3:22])[O:16]2)[O:19][C:18]([CH3:21])([CH3:20])[C:17]([CH3:23])([CH3:22])[O:16]1.Br[C:25]1[CH:30]=[CH:29][C:28]([C:31]#[N:32])=[CH:27][C:26]=1[CH3:33], predict the reaction product. The product is: [CH3:33][C:26]1[CH:27]=[C:28]([CH:29]=[CH:30][C:25]=1[B:15]1[O:16][C:17]([CH3:22])([CH3:23])[C:18]([CH3:20])([CH3:21])[O:19]1)[C:31]#[N:32]. (3) Given the reactants Cl.Cl.N[CH2:4]CC1N=CNC=1.C1N=CN2C=1CCNC2=O.C(I)CCCC.[H-].[Na+].[CH2:29]([N:34]1[CH2:39][CH2:38][C:37]2=[CH:40][N:41]=[CH:42][N:36]2[C:35]1=[O:43])[CH2:30][CH2:31][CH2:32][CH3:33].[OH-].[K+], predict the reaction product. The product is: [NH:41]1[CH:40]=[C:37]([CH2:38][CH2:39][N:34]([CH2:29][CH2:30][CH2:31][CH2:32][CH3:33])[C:35](=[O:43])[CH3:4])[N:36]=[CH:42]1. (4) The product is: [CH3:2][O:1][C:10]1[CH:9]=[CH:8][CH:7]=[CH:6][C:5]=1[N:25]1[CH2:26][CH2:27][N:22]([CH2:18][CH2:17][CH2:16][CH2:14][NH2:15])[CH2:23][CH2:24]1. Given the reactants [O:1]1[C:10]2[C:5](=[CH:6][CH:7]=[CH:8][CH:9]=2)C=C(C(O)=O)[CH2:2]1.[C:14]([C:16]1[CH:17]=[C:18]([N:22]2[CH2:27][CH2:26][NH:25][CH2:24][CH2:23]2)C=CC=1)#[N:15], predict the reaction product. (5) The product is: [F:1][C:2]1[CH:3]=[C:4]([S:8]([O:11][C:12]2[CH:13]=[C:14]3[C:18](=[CH:19][CH:20]=2)[NH:17][N:16]=[CH:15]3)(=[O:9])=[O:10])[CH:5]=[CH:6][CH:7]=1. Given the reactants [F:1][C:2]1[CH:3]=[C:4]([S:8]([O:11][C:12]2[CH:13]=[C:14]3[C:18](=[CH:19][CH:20]=2)[N:17](C(=O)C)[N:16]=[CH:15]3)(=[O:10])=[O:9])[CH:5]=[CH:6][CH:7]=1.Cl.C(=O)([O-])O.[Na+].C(OC(C)C)(C)C, predict the reaction product.